From a dataset of Forward reaction prediction with 1.9M reactions from USPTO patents (1976-2016). Predict the product of the given reaction. (1) Given the reactants CN(C(ON1N=N[C:11]2[CH:12]=[CH:13][CH:14]=[N:15][C:10]1=2)=[N+](C)C)C.F[P-](F)(F)(F)(F)F.[CH:25]([N:28](C(C)C)CC)([CH3:27])[CH3:26].[C:34]1([S:40]([C:43]2[CH:48]=[CH:47][C:46]([CH2:49][NH2:50])=[CH:45][CH:44]=2)(=[O:42])=[O:41])[CH:39]=[CH:38][CH:37]=[CH:36][CH:35]=1.CN(C=[O:55])C, predict the reaction product. The product is: [C:34]1([S:40]([C:43]2[CH:44]=[CH:45][C:46]([CH2:49][NH:50][C:26]([C:25]3[NH:28][C:12]4[CH:13]=[CH:14][N:15]=[CH:10][C:11]=4[CH:27]=3)=[O:55])=[CH:47][CH:48]=2)(=[O:41])=[O:42])[CH:39]=[CH:38][CH:37]=[CH:36][CH:35]=1. (2) Given the reactants [CH2:1]([N:8]([CH2:19][C:20]1[CH:25]=[CH:24][CH:23]=[CH:22][CH:21]=1)[C@@H:9]([CH3:18])[C:10](=[O:17])[CH2:11][C:12]([O:14][CH2:15][CH3:16])=[O:13])[C:2]1[CH:7]=[CH:6][CH:5]=[CH:4][CH:3]=1.Br[CH2:27][CH2:28]Br.C(=O)([O-])[O-].[K+].[K+].O, predict the reaction product. The product is: [CH2:1]([N:8]([CH2:19][C:20]1[CH:21]=[CH:22][CH:23]=[CH:24][CH:25]=1)[CH:9]([CH3:18])[C:10]([C:11]1([C:12]([O:14][CH2:15][CH3:16])=[O:13])[CH2:28][CH2:27]1)=[O:17])[C:2]1[CH:3]=[CH:4][CH:5]=[CH:6][CH:7]=1. (3) Given the reactants [OH:1][C:2]1[CH:7]=[CH:6][C:5]([N:8]2[CH2:13][CH2:12][N:11]([C:14]3[N:15]=[C:16](O)[C:17]4[S:22][CH2:21][CH2:20][C:18]=4[N:19]=3)[CH2:10][CH2:9]2)=[CH:4][CH:3]=1.P(Cl)(Cl)([Cl:26])=O, predict the reaction product. The product is: [Cl:26][C:16]1[C:17]2[S:22][CH2:21][CH2:20][C:18]=2[N:19]=[C:14]([N:11]2[CH2:12][CH2:13][N:8]([C:5]3[CH:6]=[CH:7][C:2]([OH:1])=[CH:3][CH:4]=3)[CH2:9][CH2:10]2)[N:15]=1. (4) Given the reactants [B-][N+](C)(C)C.[C:6]([C:10]1[CH:18]=[CH:17][C:13]([C:14](O)=[O:15])=[C:12]([O:19][CH:20]2[CH2:25][CH2:24][N:23]([C:26]([O:28][C:29]([CH3:32])([CH3:31])[CH3:30])=[O:27])[CH2:22][CH2:21]2)[CH:11]=1)([CH3:9])([CH3:8])[CH3:7], predict the reaction product. The product is: [C:6]([C:10]1[CH:18]=[CH:17][C:13]([CH2:14][OH:15])=[C:12]([O:19][CH:20]2[CH2:21][CH2:22][N:23]([C:26]([O:28][C:29]([CH3:32])([CH3:31])[CH3:30])=[O:27])[CH2:24][CH2:25]2)[CH:11]=1)([CH3:9])([CH3:7])[CH3:8]. (5) The product is: [CH2:11]([O:13][C:14]([C:16]1[NH:20][C:19]2[CH:21]=[C:22]([Br:24])[S:23][C:18]=2[C:17]=1[I:2])=[O:15])[CH3:12]. Given the reactants [Na+].[I-:2].ClN1C(=O)CCC1=O.[CH2:11]([O:13][C:14]([C:16]1[NH:20][C:19]2[CH:21]=[C:22]([Br:24])[S:23][C:18]=2[CH:17]=1)=[O:15])[CH3:12].[O-]S([O-])(=S)=O.[Na+].[Na+], predict the reaction product.